Dataset: Forward reaction prediction with 1.9M reactions from USPTO patents (1976-2016). Task: Predict the product of the given reaction. Given the reactants [C:1]1([CH:7]2[CH2:12][CH2:11][N:10]([C:13]([C:15]3[CH:23]=[C:22]4[C:18]([C:19]([CH:24]=O)=[CH:20][NH:21]4)=[CH:17][CH:16]=3)=[O:14])[CH2:9][CH2:8]2)[CH:6]=[CH:5][CH:4]=[CH:3][CH:2]=1.[CH:26]([N:29]1[CH2:34][CH2:33][NH:32][CH2:31][CH2:30]1)([CH3:28])[CH3:27].C(O[BH-](OC(=O)C)OC(=O)C)(=O)C, predict the reaction product. The product is: [CH:26]1([N:29]2[CH2:34][CH2:33][N:32]([CH2:24][C:19]3[C:18]4[C:22](=[CH:23][C:15]([C:13]([N:10]5[CH2:11][CH2:12][CH:7]([C:1]6[CH:6]=[CH:5][CH:4]=[CH:3][CH:2]=6)[CH2:8][CH2:9]5)=[O:14])=[CH:16][CH:17]=4)[NH:21][CH:20]=3)[CH2:31][CH2:30]2)[CH2:28][CH2:27]1.